Dataset: Full USPTO retrosynthesis dataset with 1.9M reactions from patents (1976-2016). Task: Predict the reactants needed to synthesize the given product. (1) Given the product [CH:8]1([CH2:11][O:12][C:13]2[CH:18]=[CH:17][C:16]([C:19]3[C:27]4[C:22](=[CH:23][CH:24]=[C:25]([O:28][CH2:29][CH3:30])[CH:26]=4)[N:21]([CH2:31][C:32]4[CH:37]=[CH:36][CH:35]=[C:34]([O:38][CH3:39])[CH:33]=4)[C:20]=3[C:40]([OH:42])=[O:41])=[CH:15][CH:14]=2)[CH2:10][CH2:9]1, predict the reactants needed to synthesize it. The reactants are: O.CC(C)([O-])C.[K+].[CH:8]1([CH2:11][O:12][C:13]2[CH:18]=[CH:17][C:16]([C:19]3[C:27]4[C:22](=[CH:23][CH:24]=[C:25]([O:28][CH2:29][CH3:30])[CH:26]=4)[N:21]([CH2:31][C:32]4[CH:37]=[CH:36][CH:35]=[C:34]([O:38][CH3:39])[CH:33]=4)[C:20]=3[C:40]([O:42]CC)=[O:41])=[CH:15][CH:14]=2)[CH2:10][CH2:9]1.Cl. (2) Given the product [F:1][C:2]1[CH:7]=[CH:6][C:5]([C:8]2([CH2:11][NH:12][C:13]([C:15]3[CH:20]=[N:40][C:18]([N:21]4[CH:25]=[C:24]([CH3:26])[N:23]=[CH:22]4)=[C:17]([O:27][CH3:28])[N:16]=3)=[O:14])[CH2:9][CH2:10]2)=[CH:4][CH:3]=1, predict the reactants needed to synthesize it. The reactants are: [F:1][C:2]1[CH:7]=[CH:6][C:5]([C:8]2([CH2:11][NH:12][C:13]([C:15]3[CH:20]=C[C:18]([N:21]4[CH:25]=[C:24]([CH3:26])[N:23]=[CH:22]4)=[C:17]([O:27][CH3:28])[N:16]=3)=[O:14])[CH2:10][CH2:9]2)=[CH:4][CH:3]=1.FC(F)(F)C(O)=O.COC1N=C(C(O)=O)C=[N:40]C=1N1C=C(C)N=C1. (3) Given the product [OH:13][CH:12]([C:14]1[CH:19]=[CH:18][N:17]=[CH:16][CH:15]=1)[CH2:11][N:7]1[C:8]2[CH:9]=[CH:10][C:2]([CH3:1])=[CH:3][C:4]=2[C:5]2[CH2:23][N:22]([CH2:31][C:32]([CH3:35])([OH:34])[CH3:33])[CH2:21][CH2:20][C:6]1=2, predict the reactants needed to synthesize it. The reactants are: [CH3:1][C:2]1[CH:10]=[CH:9][C:8]2[N:7]([CH2:11][CH:12]([C:14]3[CH:19]=[CH:18][N:17]=[CH:16][CH:15]=3)[OH:13])[C:6]3[CH2:20][CH2:21][NH:22][CH2:23][C:5]=3[C:4]=2[CH:3]=1.C(=O)([O-])[O-].[K+].[K+].Cl[CH2:31][C:32]([CH3:35])([OH:34])[CH3:33].